Regression. Given two drug SMILES strings and cell line genomic features, predict the synergy score measuring deviation from expected non-interaction effect. From a dataset of NCI-60 drug combinations with 297,098 pairs across 59 cell lines. (1) Drug 1: CN(C)N=NC1=C(NC=N1)C(=O)N. Drug 2: C1=NC(=NC(=O)N1C2C(C(C(O2)CO)O)O)N. Cell line: PC-3. Synergy scores: CSS=10.8, Synergy_ZIP=-2.39, Synergy_Bliss=-2.19, Synergy_Loewe=-24.4, Synergy_HSA=-3.24. (2) Drug 1: C1=NC2=C(N1)C(=S)N=C(N2)N. Drug 2: C1CN(CCN1C(=O)CCBr)C(=O)CCBr. Cell line: NCI-H322M. Synergy scores: CSS=12.5, Synergy_ZIP=-4.18, Synergy_Bliss=0.780, Synergy_Loewe=-10.1, Synergy_HSA=-2.25. (3) Drug 1: CCC1=CC2CC(C3=C(CN(C2)C1)C4=CC=CC=C4N3)(C5=C(C=C6C(=C5)C78CCN9C7C(C=CC9)(C(C(C8N6C)(C(=O)OC)O)OC(=O)C)CC)OC)C(=O)OC.C(C(C(=O)O)O)(C(=O)O)O. Drug 2: CN(C(=O)NC(C=O)C(C(C(CO)O)O)O)N=O. Cell line: CAKI-1. Synergy scores: CSS=24.7, Synergy_ZIP=-2.87, Synergy_Bliss=-3.88, Synergy_Loewe=-39.4, Synergy_HSA=-2.86. (4) Drug 1: CC1C(C(CC(O1)OC2CC(CC3=C2C(=C4C(=C3O)C(=O)C5=C(C4=O)C(=CC=C5)OC)O)(C(=O)C)O)N)O.Cl. Drug 2: CC1=CC=C(C=C1)C2=CC(=NN2C3=CC=C(C=C3)S(=O)(=O)N)C(F)(F)F. Cell line: RPMI-8226. Synergy scores: CSS=30.9, Synergy_ZIP=6.87, Synergy_Bliss=7.01, Synergy_Loewe=-36.5, Synergy_HSA=5.28. (5) Drug 1: C1=CC(=C2C(=C1NCCNCCO)C(=O)C3=C(C=CC(=C3C2=O)O)O)NCCNCCO. Drug 2: CC1CCC2CC(C(=CC=CC=CC(CC(C(=O)C(C(C(=CC(C(=O)CC(OC(=O)C3CCCCN3C(=O)C(=O)C1(O2)O)C(C)CC4CCC(C(C4)OC)O)C)C)O)OC)C)C)C)OC. Cell line: SK-MEL-28. Synergy scores: CSS=52.0, Synergy_ZIP=2.38, Synergy_Bliss=2.70, Synergy_Loewe=7.83, Synergy_HSA=8.90. (6) Drug 1: COC1=NC(=NC2=C1N=CN2C3C(C(C(O3)CO)O)O)N. Drug 2: CC12CCC3C(C1CCC2O)C(CC4=C3C=CC(=C4)O)CCCCCCCCCS(=O)CCCC(C(F)(F)F)(F)F. Cell line: SF-539. Synergy scores: CSS=22.1, Synergy_ZIP=-2.34, Synergy_Bliss=-2.01, Synergy_Loewe=-14.1, Synergy_HSA=-4.93. (7) Drug 1: C1=C(C(=O)NC(=O)N1)N(CCCl)CCCl. Drug 2: C1=NNC2=C1C(=O)NC=N2. Cell line: OVCAR3. Synergy scores: CSS=8.79, Synergy_ZIP=-5.41, Synergy_Bliss=-3.40, Synergy_Loewe=-14.8, Synergy_HSA=-2.86. (8) Drug 1: CCCCC(=O)OCC(=O)C1(CC(C2=C(C1)C(=C3C(=C2O)C(=O)C4=C(C3=O)C=CC=C4OC)O)OC5CC(C(C(O5)C)O)NC(=O)C(F)(F)F)O. Drug 2: C1CN(CCN1C(=O)CCBr)C(=O)CCBr. Cell line: NCI/ADR-RES. Synergy scores: CSS=23.2, Synergy_ZIP=-3.58, Synergy_Bliss=0.825, Synergy_Loewe=-25.7, Synergy_HSA=1.73. (9) Drug 1: CC1=C2C(C(=O)C3(C(CC4C(C3C(C(C2(C)C)(CC1OC(=O)C(C(C5=CC=CC=C5)NC(=O)OC(C)(C)C)O)O)OC(=O)C6=CC=CC=C6)(CO4)OC(=O)C)O)C)O. Drug 2: CN(C(=O)NC(C=O)C(C(C(CO)O)O)O)N=O. Cell line: HCT-15. Synergy scores: CSS=-0.669, Synergy_ZIP=1.24, Synergy_Bliss=1.45, Synergy_Loewe=-0.751, Synergy_HSA=-2.48.